Dataset: Forward reaction prediction with 1.9M reactions from USPTO patents (1976-2016). Task: Predict the product of the given reaction. (1) Given the reactants [Cl-].[Mg+2].[Cl-].[C:4]([OH:10])(=[O:9])[CH2:5][C:6]([OH:8])=O.[CH2:11]([K])[CH3:12].N1(C(N2C=CN=C2)=O)C=CN=C1.[CH:26]1([CH:32]2[CH2:37][CH:36](C(O)=O)[CH2:35][CH2:34][N:33]2[C:41]([O:43][CH3:44])=[O:42])[CH2:31][CH2:30][CH2:29][CH2:28][CH2:27]1, predict the reaction product. The product is: [CH:26]1([C@H:32]2[CH2:37][C@H:36]([C:6](=[O:8])[CH2:5][C:4]([O:10][CH2:11][CH3:12])=[O:9])[CH2:35][CH2:34][N:33]2[C:41]([O:43][CH3:44])=[O:42])[CH2:27][CH2:28][CH2:29][CH2:30][CH2:31]1. (2) Given the reactants [C:1](#[N:3])[CH3:2].C([Li])CCC.C([O:11][C:12](=O)[C:13]1[CH:18]=[C:17]([CH3:19])[CH:16]=[C:15]([CH3:20])[CH:14]=1)C.[OH-].[Na+], predict the reaction product. The product is: [CH3:20][C:15]1[CH:14]=[C:13]([C:12](=[O:11])[CH2:2][C:1]#[N:3])[CH:18]=[C:17]([CH3:19])[CH:16]=1. (3) Given the reactants [F:1][C:2]1[CH:3]=[C:4]2[C:8](=[CH:9][CH:10]=1)[NH:7][C:6]([C:11]([OH:13])=O)=[CH:5]2.Cl.[CH3:15][O:16][C:17](=[O:29])[CH2:18][C@@H:19]1[C:27]2[C:22](=[CH:23][CH:24]=[CH:25][CH:26]=2)[CH2:21][C@H:20]1[NH2:28].CCN(C(C)C)C(C)C.C1C=CC2N(O)N=NC=2C=1.CCN=C=NCCCN(C)C, predict the reaction product. The product is: [F:1][C:2]1[CH:3]=[C:4]2[C:8](=[CH:9][CH:10]=1)[NH:7][C:6]([C:11]([NH:28][C@@H:20]1[CH2:21][C:22]3[C:27](=[CH:26][CH:25]=[CH:24][CH:23]=3)[C@H:19]1[CH2:18][C:17]([O:16][CH3:15])=[O:29])=[O:13])=[CH:5]2. (4) Given the reactants Br[CH2:2][C:3]1[CH:8]=[CH:7][C:6]([F:9])=[C:5]([I:10])[CH:4]=1.[C-:11]#[N:12].[Li+], predict the reaction product. The product is: [F:9][C:6]1[CH:7]=[CH:8][C:3]([CH2:2][C:11]#[N:12])=[CH:4][C:5]=1[I:10]. (5) Given the reactants [CH:1]1([N:4]2[C:12]3[C:7](=[CH:8][C:9]([CH3:37])=[CH:10][C:11]=3[CH:13]([O:15][CH2:16][C:17]3([C:30]4[CH:35]=[CH:34][C:33]([F:36])=[CH:32][CH:31]=4)[CH2:22][CH2:21][N:20]([C:23](OC(C)(C)C)=O)[CH2:19][CH2:18]3)[CH3:14])[CH:6]=[N:5]2)[CH2:3][CH2:2]1.C([BH3-])#N.[Na+].C=O, predict the reaction product. The product is: [CH:1]1([N:4]2[C:12]3[C:7](=[CH:8][C:9]([CH3:37])=[CH:10][C:11]=3[CH:13]([O:15][CH2:16][C:17]3([C:30]4[CH:35]=[CH:34][C:33]([F:36])=[CH:32][CH:31]=4)[CH2:18][CH2:19][N:20]([CH3:23])[CH2:21][CH2:22]3)[CH3:14])[CH:6]=[N:5]2)[CH2:2][CH2:3]1. (6) The product is: [O:6]=[C:7]1[CH2:8][CH2:9][CH:1]([C:3]([OH:5])=[O:4])[CH2:2][CH2:12]1. Given the reactants [CH2:1]([C:3]([OH:5])=[O:4])[CH3:2].[O:6]=[C:7]1[CH2:12]CC[CH2:9][CH2:8]1.O.[OH-].[Li+].Cl, predict the reaction product. (7) Given the reactants [CH2:1]([N:5]([CH2:23][CH2:24][CH2:25][CH3:26])[C:6]1[CH:11]=[CH:10][C:9]([CH:12]=[CH:13][CH:14]=[CH:15][C:16]2[S:17][CH:18]=[CH:19][CH:20]=2)=[C:8]([O:21][CH3:22])[CH:7]=1)[CH2:2][CH2:3][CH3:4].C([Li])CCC.CN(C)[CH:34]=[O:35].II, predict the reaction product. The product is: [CH2:23]([N:5]([CH2:1][CH2:2][CH2:3][CH3:4])[C:6]1[CH:11]=[CH:10][C:9]([CH:12]=[CH:13][CH:14]=[CH:15][C:16]2[S:17][C:18]([CH:34]=[O:35])=[CH:19][CH:20]=2)=[C:8]([O:21][CH3:22])[CH:7]=1)[CH2:24][CH2:25][CH3:26]. (8) Given the reactants CO[C:3]1[CH:4]=[C:5]([NH:15][C:16]([NH2:18])=[S:17])[CH:6]=[CH:7][C:8]=1[N:9]1[CH:13]=[C:12]([CH3:14])[N:11]=[CH:10]1.Br.BrC1[C:26](=O)[CH:25]([C:28]2[CH:33]=[CH:32][C:31]([Cl:34])=[C:30]([F:35])[CH:29]=2)[CH2:24][CH2:23][CH2:22]1.C([N:39]([CH2:43][CH3:44])C(C)C)(C)C.[CH2:45]([OH:47])C, predict the reaction product. The product is: [CH2:43]([N:39]1[CH2:26][CH:25]([C:28]2[CH:33]=[CH:32][C:31]([Cl:34])=[C:30]([F:35])[CH:29]=2)[C:24]2[N:18]=[C:16]([NH:15][C:5]3[CH:4]=[CH:3][C:8]([N:9]4[CH:13]=[C:12]([CH3:14])[N:11]=[CH:10]4)=[CH:7][C:6]=3[O:47][CH3:45])[S:17][C:23]=2[CH2:22]1)[C:44]1[CH:5]=[CH:4][CH:3]=[CH:8][CH:7]=1. (9) Given the reactants Br[C:2]1[CH:3]=[C:4]([CH:10]=[C:11]([N+:25]([O-:27])=[O:26])[C:12]=1[N:13]([CH2:20][CH:21]=[C:22]([CH3:24])[CH3:23])C(=O)C(F)(F)F)[C:5]([O:7][CH2:8]C)=[O:6].C(O[Na])=O.C([O-])([O-])=O.[Na+].[Na+], predict the reaction product. The product is: [CH3:24][CH:22]([C:21]1[C:2]2[C:12](=[C:11]([N+:25]([O-:27])=[O:26])[CH:10]=[C:4]([C:5]([O:7][CH3:8])=[O:6])[CH:3]=2)[NH:13][CH:20]=1)[CH3:23]. (10) Given the reactants [Cl-].[Al+3].[Cl-].[Cl-].[C:5]([N:8]1[CH2:13][CH2:12][CH:11]([C:14](Cl)=[O:15])[CH2:10][CH2:9]1)(=[O:7])[CH3:6].[C:17]1([S:23][CH3:24])[CH:22]=[CH:21][CH:20]=[CH:19][CH:18]=1, predict the reaction product. The product is: [C:5]([N:8]1[CH2:13][CH2:12][CH:11]([C:14](=[O:15])[C:20]2[CH:21]=[CH:22][C:17]([S:23][CH3:24])=[CH:18][CH:19]=2)[CH2:10][CH2:9]1)(=[O:7])[CH3:6].